From a dataset of Forward reaction prediction with 1.9M reactions from USPTO patents (1976-2016). Predict the product of the given reaction. (1) Given the reactants [O:1]1[CH:5]=[CH:4][C:3]([C:6]2[C:15]([N:16]3[CH2:20][CH2:19][CH2:18][C@@H:17]3[CH3:21])=[N:14][C:13]3[C:8](=[CH:9][CH:10]=[C:11]([C:22]([O:24]C)=[O:23])[CH:12]=3)[N:7]=2)=[CH:2]1.[OH-].[Na+], predict the reaction product. The product is: [O:1]1[CH:5]=[CH:4][C:3]([C:6]2[C:15]([N:16]3[CH2:20][CH2:19][CH2:18][C@@H:17]3[CH3:21])=[N:14][C:13]3[C:8](=[CH:9][CH:10]=[C:11]([C:22]([OH:24])=[O:23])[CH:12]=3)[N:7]=2)=[CH:2]1. (2) Given the reactants [S:1]1[C:5]2[CH:6]=[CH:7][CH:8]=[CH:9][C:4]=2[C:3]([N:10]2[CH2:15][CH2:14][N:13]([CH2:16][CH2:17][CH2:18][C:19]3[CH:24]=[CH:23][C:22]([NH2:25])=[CH:21][CH:20]=3)[CH2:12][CH2:11]2)=[N:2]1.C(N(CC)CC)C.[C:33](Cl)(=[O:36])[CH:34]=[CH2:35], predict the reaction product. The product is: [S:1]1[C:5]2[CH:6]=[CH:7][CH:8]=[CH:9][C:4]=2[C:3]([N:10]2[CH2:11][CH2:12][N:13]([CH2:16][CH2:17][CH2:18][C:19]3[CH:20]=[CH:21][C:22]([NH:25][C:33](=[O:36])[CH:34]=[CH2:35])=[CH:23][CH:24]=3)[CH2:14][CH2:15]2)=[N:2]1. (3) Given the reactants [NH2:1][C:2]1[N:6]([C:7]2[CH:12]=[CH:11][CH:10]=[CH:9][CH:8]=2)[N:5]=[CH:4][C:3]=1[C:13]#[N:14].[C:15](Cl)(=[O:24])[C:16]1[CH:21]=[CH:20][CH:19]=[C:18]([O:22][CH3:23])[CH:17]=1.C(N(CC)CC)C.C(Cl)(=O)C1C=CC(OC)=CC=1, predict the reaction product. The product is: [CH3:23][O:22][C:18]1[CH:17]=[C:16]([CH:21]=[CH:20][CH:19]=1)[C:15]([NH:1][C:2]1[N:6]([C:7]2[CH:12]=[CH:11][CH:10]=[CH:9][CH:8]=2)[N:5]=[CH:4][C:3]=1[C:13]#[N:14])=[O:24]. (4) Given the reactants [NH:1]1[CH2:4][CH2:3][CH2:2]1.C(N(CC)CC)C.Cl[C:13]([O:15][C:16]1[CH:21]=[CH:20][CH:19]=[CH:18][CH:17]=1)=[O:14], predict the reaction product. The product is: [N:1]1([C:13]([O:15][C:16]2[CH:21]=[CH:20][CH:19]=[CH:18][CH:17]=2)=[O:14])[CH2:4][CH2:3][CH2:2]1. (5) The product is: [CH:1]1([C:7]2[CH:32]=[CH:31][C:10]([C:11]([N:13]3[C:19]4[CH:20]=[CH:21][CH:22]=[CH:23][C:18]=4[CH2:17][N:16]4[C:24]([C:27]([NH:29][NH:30][C:40]([NH:39][C:33]5[CH:38]=[CH:37][CH:36]=[CH:35][CH:34]=5)=[O:41])=[O:28])=[CH:25][CH:26]=[C:15]4[CH2:14]3)=[O:12])=[CH:9][CH:8]=2)[CH2:2][CH2:3][CH2:4][CH2:5][CH2:6]1. Given the reactants [CH:1]1([C:7]2[CH:32]=[CH:31][C:10]([C:11]([N:13]3[C:19]4[CH:20]=[CH:21][CH:22]=[CH:23][C:18]=4[CH2:17][N:16]4[C:24]([C:27]([NH:29][NH2:30])=[O:28])=[CH:25][CH:26]=[C:15]4[CH2:14]3)=[O:12])=[CH:9][CH:8]=2)[CH2:6][CH2:5][CH2:4][CH2:3][CH2:2]1.[C:33]1([N:39]=[C:40]=[O:41])[CH:38]=[CH:37][CH:36]=[CH:35][CH:34]=1, predict the reaction product. (6) Given the reactants N[C:2]1[C:7](Cl)=[CH:6][N:5]=[C:4]2[O:9][CH2:10][O:11][C:3]=12.[CH2:12]1[O:20]C2C(=NC=CC=2)[O:13]1.C(=O)=O, predict the reaction product. The product is: [CH2:10]1[O:11][C:3]2[C:4]([C:12]([OH:20])=[O:13])([NH:5][CH:6]=[CH:7][CH:2]=2)[O:9]1.